This data is from Forward reaction prediction with 1.9M reactions from USPTO patents (1976-2016). The task is: Predict the product of the given reaction. Given the reactants CC(C)([O-])C.[K+].[C:7]([O:18][C:19]([CH3:22])([CH3:21])[CH3:20])(=[O:17])[CH2:8][CH2:9][C:10]([O:12]C(C)(C)C)=[O:11].[CH2:23]([N:30]1[C:34]([CH:35]=O)=[CH:33][N:32]=[C:31]1[CH2:37][CH3:38])[C:24]1[CH:29]=[CH:28][CH:27]=[CH:26][CH:25]=1, predict the reaction product. The product is: [CH2:23]([N:30]1[C:34](/[CH:35]=[C:8](/[C:7]([O:18][C:19]([CH3:20])([CH3:21])[CH3:22])=[O:17])\[CH2:9][C:10]([OH:12])=[O:11])=[CH:33][N:32]=[C:31]1[CH2:37][CH3:38])[C:24]1[CH:25]=[CH:26][CH:27]=[CH:28][CH:29]=1.